Dataset: Forward reaction prediction with 1.9M reactions from USPTO patents (1976-2016). Task: Predict the product of the given reaction. (1) Given the reactants [OH:1][NH:2][C:3]([C:5]1[C:14]2[C:9](=[CH:10][CH:11]=[CH:12][CH:13]=2)[CH:8]=[CH:7][N:6]=1)=[NH:4].[OH:15][C:16]1[CH:25]=[CH:24][C:23]2[C:18](=[CH:19][CH:20]=[CH:21][CH:22]=2)[C:17]=1[C:26](O)=O, predict the reaction product. The product is: [C:5]1([C:3]2[N:4]=[C:26]([C:17]3[C:18]4[C:23](=[CH:22][CH:21]=[CH:20][CH:19]=4)[CH:24]=[CH:25][C:16]=3[OH:15])[O:1][N:2]=2)[C:14]2[C:9](=[CH:10][CH:11]=[CH:12][CH:13]=2)[CH:8]=[CH:7][N:6]=1. (2) Given the reactants S1C2=CC=CC(O)=C2C=N1.C[O:12][C:13]1[C:21]2[S:20][N:19]=[CH:18][C:17]=2[CH:16]=[CH:15][CH:14]=1.Cl.N1C=CC=CC=1, predict the reaction product. The product is: [S:20]1[C:21]2[C:13]([OH:12])=[CH:14][CH:15]=[CH:16][C:17]=2[CH:18]=[N:19]1.